This data is from Reaction yield outcomes from USPTO patents with 853,638 reactions. The task is: Predict the reaction yield, written as a fraction of the theoretical maximum amount of product (1.0 means a 100% yield; for example, 0.34 means a 34% yield). (1) The reactants are C[O:2][C:3]1[CH:4]=[C:5]2[C:10](=[CH:11][CH:12]=1)[CH2:9][CH:8]([C:13]([O:15]C)=[O:14])[CH2:7][CH2:6]2. The catalyst is CC(O)=O.Br.CCOC(C)=O. The product is [OH:2][C:3]1[CH:4]=[C:5]2[C:10](=[CH:11][CH:12]=1)[CH2:9][CH:8]([C:13]([OH:15])=[O:14])[CH2:7][CH2:6]2. The yield is 0.980. (2) The reactants are Br[C:2]1[C:7]([O:8][CH3:9])=[CH:6][CH:5]=[C:4]([N+:10]([O-:12])=[O:11])[N:3]=1.[F-].[Cs+].[CH2:15](B1OC(C)(C)C(C)(C)O1)[CH:16]=[CH2:17]. The catalyst is C1COCC1.O.C(OCC)(=O)C.C1C=CC([P]([Pd]([P](C2C=CC=CC=2)(C2C=CC=CC=2)C2C=CC=CC=2)([P](C2C=CC=CC=2)(C2C=CC=CC=2)C2C=CC=CC=2)[P](C2C=CC=CC=2)(C2C=CC=CC=2)C2C=CC=CC=2)(C2C=CC=CC=2)C2C=CC=CC=2)=CC=1. The product is [CH2:17]([C:2]1[C:7]([O:8][CH3:9])=[CH:6][CH:5]=[C:4]([N+:10]([O-:12])=[O:11])[N:3]=1)[CH:16]=[CH2:15]. The yield is 0.750. (3) The reactants are O1[CH2:5][CH2:4][CH:3]([O:6][CH:7]([C:9]2[CH:17]=[CH:16][C:12]([C:13]([OH:15])=O)=[CH:11][CH:10]=2)[CH3:8])[CH2:2]1.Cl.C(N=C=N[CH2:24][CH2:25][CH2:26]N(C)C)C.ON1C2C=CC=CC=2N=N1.C(N(CC)CC)C.[NH2:47][CH2:48][C:49]1[C:50]([OH:57])=[N:51][C:52]([CH3:56])=[CH:53][C:54]=1[CH3:55]. The catalyst is ClCCl. The product is [OH:57][C:50]1[C:49]([CH2:48][NH:47][C:13](=[O:15])[C:12]2[CH:11]=[CH:10][C:9]([CH:7]([O:6][C:3]3[CH:2]=[C:25]([CH3:26])[CH:24]=[CH:5][CH:4]=3)[CH3:8])=[CH:17][CH:16]=2)=[C:54]([CH3:55])[CH:53]=[C:52]([CH3:56])[N:51]=1. The yield is 0.920. (4) The reactants are [H-].[Li+].[O:3]=[C:4]1[NH:9][CH:8]=[CH:7][N:6]=[C:5]1[C:10]([O:12][CH3:13])=[O:11].Cl[CH2:15][C:16]1[CH:21]=[CH:20][CH:19]=[CH:18][CH:17]=1. The catalyst is CN(C=O)C. The product is [CH2:15]([N:9]1[CH:8]=[CH:7][N:6]=[C:5]([C:10]([O:12][CH3:13])=[O:11])[C:4]1=[O:3])[C:16]1[CH:21]=[CH:20][CH:19]=[CH:18][CH:17]=1. The yield is 0.640. (5) The reactants are [CH2:1]([N:3]1[CH2:7][CH2:6][C@H:5]([C:8]([C:18]2[CH:23]=[CH:22][CH:21]=[CH:20][CH:19]=2)([C:12]2[CH:17]=[CH:16][CH:15]=[CH:14][CH:13]=2)[C:9]([OH:11])=O)[CH2:4]1)[CH3:2].[Na+].[I-:25].C(OC(=O)C)(=O)C. The catalyst is CC(=O)CC. The product is [CH2:1]([N:3]1[CH2:4][CH:5]([CH2:6][CH2:7][I:25])[C:8]([C:18]2[CH:19]=[CH:20][CH:21]=[CH:22][CH:23]=2)([C:12]2[CH:13]=[CH:14][CH:15]=[CH:16][CH:17]=2)[C:9]1=[O:11])[CH3:2]. The yield is 0.860.